This data is from Forward reaction prediction with 1.9M reactions from USPTO patents (1976-2016). The task is: Predict the product of the given reaction. (1) Given the reactants [Br:1][C:2]1[CH:9]=[C:6](C=O)[C:5]([OH:10])=[CH:4][CH:3]=1.[CH:11]([O:16][CH3:17])([O:14][CH3:15])OC.C1(C)C=CC(S(O)(=O)=O)=CC=1.C(=O)(O)[O-].[Na+], predict the reaction product. The product is: [Br:1][C:2]1[CH:9]=[CH:6][C:5]([OH:10])=[C:4]([CH:11]([O:14][CH3:15])[O:16][CH3:17])[CH:3]=1. (2) The product is: [Br:22][CH2:14][C:7]1[CH:6]=[CH:5][C:4]([O:3][CH2:1][CH3:2])=[CH:13][C:8]=1[C:9]([O:11][CH3:12])=[O:10]. Given the reactants [CH2:1]([O:3][C:4]1[CH:5]=[CH:6][C:7]([CH3:14])=[C:8]([CH:13]=1)[C:9]([O:11][CH3:12])=[O:10])[CH3:2].C1C(=O)N([Br:22])C(=O)C1, predict the reaction product. (3) Given the reactants N1[CH2:6][CH2:5][O:4][CH2:3]C1.[C:7]([O-])([O-])=O.[K+].[K+].ClC1[N:19]=[CH:18][C:17]([Br:20])=[CH:16][N:15]=1, predict the reaction product. The product is: [CH:5]([O:4][C:3]1[N:19]=[CH:18][C:17]([Br:20])=[CH:16][N:15]=1)([CH3:6])[CH3:7].